This data is from Reaction yield outcomes from USPTO patents with 853,638 reactions. The task is: Predict the reaction yield, written as a fraction of the theoretical maximum amount of product (1.0 means a 100% yield; for example, 0.34 means a 34% yield). (1) The reactants are [CH3:1][C:2]1[C:3]2[CH:13]=[CH:12][CH:11]=[CH:10][C:4]=2[S:5][C:6]=1[C:7](=O)[CH3:8].[CH3:14][C:15]([S@:18]([NH2:20])=[O:19])([CH3:17])[CH3:16].[Na+].[Cl-]. The catalyst is C1COCC1. The product is [CH3:1][C:2]1[C:3]2[CH:13]=[CH:12][CH:11]=[CH:10][C:4]=2[S:5][C:6]=1[C:7](=[N:20][S@@:18]([C:15]([CH3:17])([CH3:16])[CH3:14])=[O:19])[CH3:8]. The yield is 0.770. (2) The reactants are O.O.[Sn](Cl)Cl.[NH2:6][C:7]1[C:16]([N+:17]([O-])=O)=[CH:15][CH:14]=[CH:13][C:8]=1[C:9]([O:11][CH3:12])=[O:10]. The catalyst is CO. The product is [NH2:6][C:7]1[C:16]([NH2:17])=[CH:15][CH:14]=[CH:13][C:8]=1[C:9]([O:11][CH3:12])=[O:10]. The yield is 0.970. (3) The reactants are C[O:2][C:3](=[O:24])[C:4]1[CH:9]=[CH:8][C:7]([NH:10][CH2:11][C:12]2[C:13]([C:18]3[CH:23]=[CH:22][CH:21]=[CH:20][CH:19]=3)=[N:14][O:15][C:16]=2[CH3:17])=[N:6][CH:5]=1.[OH-].[Na+]. The catalyst is C(O)C. The product is [CH3:17][C:16]1[O:15][N:14]=[C:13]([C:18]2[CH:19]=[CH:20][CH:21]=[CH:22][CH:23]=2)[C:12]=1[CH2:11][NH:10][C:7]1[CH:8]=[CH:9][C:4]([C:3]([OH:24])=[O:2])=[CH:5][N:6]=1. The yield is 0.910. (4) The reactants are [NH2:1][C:2]1[CH:21]=[CH:20][C:5]([CH2:6][NH:7][C:8]2[CH:13]=[CH:12][C:11]([N+:14]([O-:16])=[O:15])=[CH:10][C:9]=2[N+:17]([O-])=[O:18])=[CH:4][CH:3]=1.C[O-].[Na+].C(O)(=O)CC(CC(O)=O)(C(O)=O)O. The catalyst is CCO.CN(C=O)C.O. The product is [N+:14]([C:11]1[CH:12]=[CH:13][C:8]2[N:7]=[C:6]([C:5]3[CH:20]=[CH:21][C:2]([NH2:1])=[CH:3][CH:4]=3)[N:17]([OH:18])[C:9]=2[CH:10]=1)([O-:16])=[O:15]. The yield is 0.900. (5) The reactants are [NH2:1][C:2]1[CH:3]=[C:4]([NH:8][C:9]2[C:14]([Cl:15])=[CH:13][N:12]=[C:11]([NH:16][C:17]3[CH:18]=[N:19][N:20]([CH3:22])[CH:21]=3)[N:10]=2)[CH:5]=[CH:6][CH:7]=1.[C:23]1(=[O:29])[O:28][C:26](=[O:27])[CH:25]=[CH:24]1. The catalyst is CN(C=O)C. The product is [Cl:15][C:14]1[C:9]([NH:8][C:4]2[CH:3]=[C:2]([NH:1][C:23](=[O:29])/[CH:24]=[CH:25]/[C:26]([OH:28])=[O:27])[CH:7]=[CH:6][CH:5]=2)=[N:10][C:11]([NH:16][C:17]2[CH:18]=[N:19][N:20]([CH3:22])[CH:21]=2)=[N:12][CH:13]=1. The yield is 0.660. (6) The reactants are Br[C:2]1[N:7]=[C:6]([C:8]([OH:10])=[O:9])[CH:5]=[CH:4][C:3]=1[F:11].[F:12][C:13]1[CH:18]=[CH:17][C:16]([F:19])=[CH:15][C:14]=1B(O)O. The catalyst is C1C=CC(P(C2C=CC=CC=2)[C-]2C=CC=C2)=CC=1.C1C=CC(P(C2C=CC=CC=2)[C-]2C=CC=C2)=CC=1.Cl[Pd]Cl.[Fe+2].C(Cl)Cl. The product is [F:12][C:13]1[CH:18]=[CH:17][C:16]([F:19])=[CH:15][C:14]=1[C:2]1[N:7]=[C:6]([C:8]([OH:10])=[O:9])[CH:5]=[CH:4][C:3]=1[F:11]. The yield is 0.800. (7) The reactants are [Cl:1][CH2:2][CH2:3][C:4]([C:6]1[CH:11]=[CH:10][CH:9]=[CH:8][CH:7]=1)=[O:5].[NH4+].[Cl-].I[CH2:15][C:16]([CH3:18])=[CH2:17]. The catalyst is C1COCC1.[Zn]. The product is [Cl:1][CH2:2][CH2:3][C:4]([C:6]1[CH:11]=[CH:10][CH:9]=[CH:8][CH:7]=1)([OH:5])[CH2:17][C:16]([CH3:18])=[CH2:15]. The yield is 0.760. (8) The reactants are C(OC([NH:8][C:9]1[CH:14]=[CH:13][CH:12]=[CH:11][C:10]=1[NH:15][C:16](=[O:28])[C:17]1[CH:22]=[CH:21][C:20]([C:23]2[CH:27]=[CH:26][O:25][CH:24]=2)=[N:19][CH:18]=1)=O)(C)(C)C.Cl. The catalyst is O1CCOCC1. The product is [NH2:8][C:9]1[CH:14]=[CH:13][CH:12]=[CH:11][C:10]=1[NH:15][C:16](=[O:28])[C:17]1[CH:22]=[CH:21][C:20]([C:23]2[CH:27]=[CH:26][O:25][CH:24]=2)=[N:19][CH:18]=1. The yield is 0.620. (9) The reactants are [OH:1][C:2]1[CH:7]=[CH:6][C:5]([CH2:8][C:9]([CH3:11])=[O:10])=[CH:4][CH:3]=1.[Br:12]N1C(C)(C)C(=O)N(Br)C1=O. The catalyst is CO. The product is [Br:12][C:7]1[CH:6]=[C:5]([CH2:8][C:9]([CH3:11])=[O:10])[CH:4]=[CH:3][C:2]=1[OH:1]. The yield is 0.770.